This data is from Reaction yield outcomes from USPTO patents with 853,638 reactions. The task is: Predict the reaction yield, written as a fraction of the theoretical maximum amount of product (1.0 means a 100% yield; for example, 0.34 means a 34% yield). (1) The reactants are [C@H:1]12[CH2:8][C@H:4]([CH2:5][CH:6]1[OH:7])[CH2:3][NH:2]2.F[C:10]1[CH:17]=[CH:16][C:13]([C:14]#[N:15])=[CH:12][CH:11]=1.CN(C=O)C.C([O-])([O-])=O.[K+].[K+]. The catalyst is CCOC(C)=O. The product is [OH:7][CH:6]1[C@H:1]2[CH2:8][C@H:4]([CH2:3][N:2]2[C:10]2[CH:17]=[CH:16][C:13]([C:14]#[N:15])=[CH:12][CH:11]=2)[CH2:5]1. The yield is 0.472. (2) The reactants are [C:1]([O:5][C:6](=[O:17])[CH2:7]/[N:8]=[CH:9]/[CH2:10][C:11]([CH3:16])([CH3:15])[CH2:12][O:13][CH3:14])([CH3:4])([CH3:3])[CH3:2].[Cl:18][C:19]1[C:20]([F:37])=[C:21](/[CH:25]=[C:26](/[C:29]2[CH:34]=[CH:33][C:32]([Cl:35])=[CH:31][C:30]=2[F:36])\[C:27]#[N:28])[CH:22]=[CH:23][CH:24]=1.C(N(CC)CC)C.C1CCN2C(=NCCC2)CC1. The catalyst is ClCCl.C(O)(C)(C)C. The product is [C:1]([O:5][C:6]([CH:7]1[CH:25]([C:21]2[CH:22]=[CH:23][CH:24]=[C:19]([Cl:18])[C:20]=2[F:37])[C:26]([C:29]2[CH:34]=[CH:33][C:32]([Cl:35])=[CH:31][C:30]=2[F:36])([C:27]#[N:28])[CH:9]([CH2:10][C:11]([CH3:16])([CH3:15])[CH2:12][O:13][CH3:14])[NH:8]1)=[O:17])([CH3:4])([CH3:3])[CH3:2]. The yield is 0.590. (3) The reactants are C([O-])([O-])=O.[Cs+].[Cs+].[CH2:7]([O:9][C:10](=[O:19])[C:11]1[CH:16]=[CH:15][C:14]([OH:17])=[C:13]([OH:18])[CH:12]=1)[CH3:8].Br[CH2:21][CH2:22]Br. The catalyst is CN(C=O)C. The product is [CH2:7]([O:9][C:10]([C:11]1[CH:16]=[CH:15][C:14]2[O:17][CH2:21][CH2:22][O:18][C:13]=2[CH:12]=1)=[O:19])[CH3:8]. The yield is 0.290. (4) The reactants are [CH3:1][C:2]1[C:3]([NH:8][C:9](=O)OC(C)(C)C)=[N:4][CH:5]=[CH:6][CH:7]=1.[Li].C1CCCCC1.CON(C)C(=O)[C:27]([F:30])([F:29])[F:28].Cl. The catalyst is C1COCC1. The product is [F:28][C:27]([F:30])([F:29])[C:9]1[NH:8][C:3]2=[N:4][CH:5]=[CH:6][CH:7]=[C:2]2[CH:1]=1. The yield is 0.570. (5) The reactants are Br[C:2]1[CH:7]=[CH:6][N:5]=[C:4]2[N:8]([S:12]([C:15]3[CH:20]=[CH:19][CH:18]=[CH:17][CH:16]=3)(=[O:14])=[O:13])[C:9]([CH3:11])=[CH:10][C:3]=12.C(=O)([O-])[O-].[Na+].[Na+].O1[CH2:32][CH2:31]OCC1. The catalyst is O.[Pd](Cl)Cl.C1(P([C-]2C=CC=C2)C2C=CC=CC=2)C=CC=CC=1.[C-]1(P(C2C=CC=CC=2)C2C=CC=CC=2)C=CC=C1.[Fe+2]. The product is [CH3:11][C:9]1[N:8]([S:12]([C:15]2[CH:20]=[CH:19][CH:18]=[CH:17][CH:16]=2)(=[O:14])=[O:13])[C:4]2=[N:5][CH:6]=[CH:7][C:2]([C:32]3[CH:31]=[CH:11][C:9]([NH2:8])=[CH:10][CH:3]=3)=[C:3]2[CH:10]=1. The yield is 0.850.